This data is from Reaction yield outcomes from USPTO patents with 853,638 reactions. The task is: Predict the reaction yield, written as a fraction of the theoretical maximum amount of product (1.0 means a 100% yield; for example, 0.34 means a 34% yield). (1) The yield is 0.980. The reactants are C(=O)([O-])[O-].[K+].[K+].[Br:7][C:8]1[CH:9]=[C:10]([CH:15]=[CH:16][CH:17]=1)[C:11](=[O:14])[CH2:12]Br.[CH2:18]([NH:21][CH2:22][CH:23]=[CH2:24])[CH:19]=[CH2:20]. The catalyst is C(#N)C. The product is [Br:7][C:8]1[CH:9]=[C:10]([C:11](=[O:14])[CH2:12][N:21]([CH2:22][CH:23]=[CH2:24])[CH2:18][CH:19]=[CH2:20])[CH:15]=[CH:16][CH:17]=1. (2) The reactants are [CH2:1]([O:3][CH:4]([O:39][CH2:40][CH3:41])[C:5]1[CH:6]=[C:7]([CH:11]2[CH:20]([C:21]3[CH:26]=[CH:25][CH:24]=[C:23]([CH:27]([O:31][CH2:32][CH3:33])[O:28][CH2:29][CH3:30])[CH:22]=3)[C:19](=O)[C:18]3[C:17]([C:35](OC)=[O:36])=[CH:16][CH:15]=[CH:14][C:13]=3[NH:12]2)[CH:8]=[CH:9][CH:10]=1)[CH3:2].C(OC(OCC)C1C=C(C2C(C3C=CC=C(C(OCC)OCC)C=3)C(=O)C3C(C(OCC)=O)=CC=CC=3N2)C=CC=1)C.O.[NH2:85][NH2:86]. The catalyst is CO. The product is [CH2:40]([O:39][CH:4]([O:3][CH2:1][CH3:2])[C:5]1[CH:6]=[C:7]([CH:11]2[NH:12][C:13]3[C:18]4[C:19](=[N:85][NH:86][C:35](=[O:36])[C:17]=4[CH:16]=[CH:15][CH:14]=3)[CH:20]2[C:21]2[CH:26]=[CH:25][CH:24]=[C:23]([CH:27]([O:28][CH2:29][CH3:30])[O:31][CH2:32][CH3:33])[CH:22]=2)[CH:8]=[CH:9][CH:10]=1)[CH3:41]. The yield is 0.770. (3) The reactants are [OH:1][C:2]1[CH:12]=[CH:11][C:5]([C:6]([O:8][CH2:9][CH3:10])=[O:7])=[CH:4][CH:3]=1.N1C=CC=CC=1C(O)=O.[O-]P([O-])([O-])=O.[K+].[K+].[K+].Br[C:31]1[CH:36]=[CH:35][C:34]([O:37][CH3:38])=[CH:33][N:32]=1. The catalyst is [Cu]I.CS(C)=O. The product is [CH3:38][O:37][C:34]1[CH:35]=[CH:36][C:31]([O:1][C:2]2[CH:3]=[CH:4][C:5]([C:6]([O:8][CH2:9][CH3:10])=[O:7])=[CH:11][CH:12]=2)=[N:32][CH:33]=1. The yield is 0.440. (4) The reactants are [Si]([O:8][C@@H:9]1[CH2:14][CH2:13][C@H:12]([O:15][C:16]2[C:21]([Cl:22])=[CH:20][C:19]([S:23]([N:26]([CH2:33][C:34]3[CH:39]=[CH:38][C:37]([O:40][CH3:41])=[CH:36][C:35]=3[O:42][CH3:43])[C:27]3[CH:32]=[CH:31][N:30]=[CH:29][N:28]=3)(=[O:25])=[O:24])=[C:18]([F:44])[CH:17]=2)[C@@H:11]([C:45]2[N:49]([CH3:50])[N:48]=[CH:47][CH:46]=2)[CH2:10]1)(C(C)(C)C)(C)C.[F-].C([N+](CCCC)(CCCC)CCCC)CCC. The catalyst is C1COCC1. The product is [Cl:22][C:21]1[C:16]([O:15][C@H:12]2[CH2:13][CH2:14][C@@H:9]([OH:8])[CH2:10][C@@H:11]2[C:45]2[N:49]([CH3:50])[N:48]=[CH:47][CH:46]=2)=[CH:17][C:18]([F:44])=[C:19]([S:23]([N:26]([CH2:33][C:34]2[CH:39]=[CH:38][C:37]([O:40][CH3:41])=[CH:36][C:35]=2[O:42][CH3:43])[C:27]2[CH:32]=[CH:31][N:30]=[CH:29][N:28]=2)(=[O:25])=[O:24])[CH:20]=1. The yield is 0.690.